Dataset: Forward reaction prediction with 1.9M reactions from USPTO patents (1976-2016). Task: Predict the product of the given reaction. Given the reactants ClC1C=C2[C:8](=[CH:9][CH:10]=1)[N:7](S(C1C=CC=CC=1)(=O)=O)C(C(OCC)=O)=C2S(Cl)(=O)=O.Cl[S:30]([C:33]1[C:41]2[C:36](=[CH:37][CH:38]=[C:39]([O:42][CH3:43])[CH:40]=2)[N:35](S(C2C=CC=CC=2)(=O)=O)[C:34]=1[C:53]([O:55]CC)=O)(=[O:32])=[O:31].[NH:58]1CCOCC1.N1CCC1, predict the reaction product. The product is: [N:7]1([S:30]([C:33]2[C:41]3[C:36](=[CH:37][CH:38]=[C:39]([O:42][CH3:43])[CH:40]=3)[NH:35][C:34]=2[C:53]([NH2:58])=[O:55])(=[O:31])=[O:32])[CH2:8][CH2:9][CH2:10]1.